The task is: Regression. Given a peptide amino acid sequence and an MHC pseudo amino acid sequence, predict their binding affinity value. This is MHC class II binding data.. This data is from Peptide-MHC class II binding affinity with 134,281 pairs from IEDB. The peptide sequence is MKGVERLAVMGDTAW. The MHC is DRB1_0801 with pseudo-sequence DRB1_0801. The binding affinity (normalized) is 0.692.